From a dataset of CYP2D6 inhibition data for predicting drug metabolism from PubChem BioAssay. Regression/Classification. Given a drug SMILES string, predict its absorption, distribution, metabolism, or excretion properties. Task type varies by dataset: regression for continuous measurements (e.g., permeability, clearance, half-life) or binary classification for categorical outcomes (e.g., BBB penetration, CYP inhibition). Dataset: cyp2d6_veith. (1) The compound is O=C1c2ccccc2C(=O)c2c(Nc3ccc4c5c(cccc35)C(=O)c3ccccc3-4)cccc21. The result is 0 (non-inhibitor). (2) The compound is CC(=O)c1ccc(O)c(CN(C2CCCCC2)C2CCCCC2)c1O. The result is 1 (inhibitor). (3) The drug is COc1cc2[nH]c(=O)n(CCC(=O)N3CCC(N4CCCCC4)CC3)c(=O)c2cc1OC. The result is 0 (non-inhibitor). (4) The result is 0 (non-inhibitor). The molecule is O=C(NCCN1CCN(C(=O)c2cc3ccccc3oc2=O)CC1)c1cc2ccccc2oc1=O. (5) The drug is COC(=O)Cc1c(C)nc2nc(NCc3ccccc3OC)[nH]n2c1=O. The result is 0 (non-inhibitor). (6) The drug is O=C(O)C[C@H](Cc1ccccc1)C(=O)O. The result is 0 (non-inhibitor). (7) The molecule is COc1ccc(-c2nc3cnc(Oc4ccccc4)nc3n(Cc3cccs3)c2=O)cc1. The result is 0 (non-inhibitor).